This data is from Forward reaction prediction with 1.9M reactions from USPTO patents (1976-2016). The task is: Predict the product of the given reaction. Given the reactants [NH:1]([C:36]([CH3:38])=[O:37])[C@H:2]([C:10]([NH:12][C@H:13]([C:25]([N:27]1[CH2:35][CH2:34][CH2:33][C@H:28]1[C:29]([O:31]C)=[O:30])=[O:26])[CH2:14][CH2:15][CH2:16][NH:17][C:18]([O:20][C:21]([CH3:24])([CH3:23])[CH3:22])=[O:19])=[O:11])[CH2:3][C:4]1[CH:9]=[CH:8][CH:7]=[CH:6][CH:5]=1.[OH-].[Na+], predict the reaction product. The product is: [NH:1]([C:36]([CH3:38])=[O:37])[C@H:2]([C:10]([NH:12][C@H:13]([C:25]([N:27]1[CH2:35][CH2:34][CH2:33][C@H:28]1[C:29]([OH:31])=[O:30])=[O:26])[CH2:14][CH2:15][CH2:16][NH:17][C:18]([O:20][C:21]([CH3:24])([CH3:23])[CH3:22])=[O:19])=[O:11])[CH2:3][C:4]1[CH:5]=[CH:6][CH:7]=[CH:8][CH:9]=1.